This data is from Full USPTO retrosynthesis dataset with 1.9M reactions from patents (1976-2016). The task is: Predict the reactants needed to synthesize the given product. (1) Given the product [F:76][C:74]([C:72]1[CH:73]=[C:68]([N:14]=[C:1]([C:8]2[CH:9]=[CH:10][CH:11]=[CH:12][CH:13]=2)[C:2]2[CH:7]=[CH:6][CH:5]=[CH:4][CH:3]=2)[CH:69]=[N:70][CH:71]=1)([F:77])[CH3:75], predict the reactants needed to synthesize it. The reactants are: [C:1](=[NH:14])([C:8]1[CH:13]=[CH:12][CH:11]=[CH:10][CH:9]=1)[C:2]1[CH:7]=[CH:6][CH:5]=[CH:4][CH:3]=1.C(=O)([O-])[O-].[Cs+].[Cs+].C1(P(C2C=CC=CC=2)C2C=CC3C(=CC=CC=3)C=2C2C3C(=CC=CC=3)C=CC=2P(C2C=CC=CC=2)C2C=CC=CC=2)C=CC=CC=1.Br[C:68]1[CH:69]=[N:70][CH:71]=[C:72]([C:74]([F:77])([F:76])[CH3:75])[CH:73]=1. (2) Given the product [C:3]([C:7]1[N:11]([CH2:12][CH:13]2[CH2:14][CH2:15][O:16][CH2:17][CH2:18]2)[C:10]2[CH:19]=[CH:20][C:21]([S:23]([N:26]3[CH2:31][CH2:30][CH2:29][C@H:28]([C:32]([OH:34])=[O:33])[CH2:27]3)(=[O:25])=[O:24])=[CH:22][C:9]=2[N:8]=1)([CH3:6])([CH3:4])[CH3:5], predict the reactants needed to synthesize it. The reactants are: [OH-].[Na+].[C:3]([C:7]1[N:11]([CH2:12][CH:13]2[CH2:18][CH2:17][O:16][CH2:15][CH2:14]2)[C:10]2[CH:19]=[CH:20][C:21]([S:23]([N:26]3[CH2:31][CH2:30][CH2:29][C@H:28]([C:32]([O:34]CC)=[O:33])[CH2:27]3)(=[O:25])=[O:24])=[CH:22][C:9]=2[N:8]=1)([CH3:6])([CH3:5])[CH3:4].CO. (3) Given the product [CH2:1]([C:3]1[C:4]([OH:27])=[C:5]([C:23]([OH:25])=[O:24])[C:6](=[O:22])[NH:7][C:8]=1[C:9]1[CH:17]=[CH:16][C:15]2[N:14]3[CH2:18][CH2:19][CH:20]([N:28]4[CH2:32][CH2:31][CH2:30][CH2:29]4)[C:13]3=[CH:12][C:11]=2[CH:10]=1)[CH3:2], predict the reactants needed to synthesize it. The reactants are: [CH2:1]([C:3]1[C:4]([OH:27])=[C:5]([C:23]([O:25]C)=[O:24])[C:6](=[O:22])[NH:7][C:8]=1[C:9]1[CH:17]=[CH:16][C:15]2[N:14]3[CH2:18][CH2:19][C:20](=O)[C:13]3=[CH:12][C:11]=2[CH:10]=1)[CH3:2].[NH:28]1[CH2:32][CH2:31][CH2:30][CH2:29]1.[BH-](OC(C)=O)(OC(C)=O)OC(C)=O.[Na+].[Li+].[I-].Cl. (4) Given the product [C:3]([O:73][C:77](=[O:78])[NH:75][CH2:76][CH2:55][NH:53][C:52]([C:34]1[CH:35]=[N:36][C:28]([C:25]2([NH:24][C:22]([C:19]3([NH:18][C:16]([C:13]4[N:12]5[C@@:8]([CH2:7][C:6]6[CH:5]=[CH:4][C:3]([C:1]#[N:2])=[CH:48][CH:47]=6)([CH3:46])[C:9](=[O:45])[N:10]([C:37]6[CH:42]=[C:41]([Cl:43])[CH:40]=[C:39]([Cl:44])[CH:38]=6)[C:11]5=[N:15][CH:14]=4)=[O:17])[CH2:21][CH2:20]3)=[O:23])[CH2:26][CH2:27]2)=[CH:29][CH:30]=1)=[O:56])([CH3:48])([CH3:4])[CH3:1], predict the reactants needed to synthesize it. The reactants are: [C:1]([C:3]1[CH:48]=[CH:47][C:6]([CH2:7][C@@:8]2([CH3:46])[N:12]3[C:13]([C:16]([NH:18][C:19]4([C:22]([NH:24][C:25]5([C:28]6[CH:29]=[C:30]([CH:34]=[CH:35][N:36]=6)C(O)=O)[CH2:27][CH2:26]5)=[O:23])[CH2:21][CH2:20]4)=[O:17])=[CH:14][N:15]=[C:11]3[N:10]([C:37]3[CH:42]=[C:41]([Cl:43])[CH:40]=[C:39]([Cl:44])[CH:38]=3)[C:9]2=[O:45])=[CH:5][CH:4]=1)#[N:2].CN([C:52]([O:56]N1N=NC2C=CC=NC1=2)=[N+:53]([CH3:55])C)C.F[P-](F)(F)(F)(F)F.[OH2:73].C[N:75]([CH:77]=[O:78])[CH3:76]. (5) Given the product [C:1]([O:5][C:6](=[O:36])[NH:7][C:8]1([C:12]2[CH:17]=[CH:16][C:15]([C:18]3[C:27](=[O:28])[C:26]4[CH:25]=[CH:24][C:23]5[C:22](=[N:59][N:39]([CH2:40][CH3:41])[CH:37]=5)[C:21]=4[O:20][C:19]=3[C:30]3[CH:35]=[CH:34][CH:33]=[CH:32][CH:31]=3)=[CH:14][CH:13]=2)[CH2:11][CH2:10][CH2:9]1)([CH3:4])([CH3:3])[CH3:2], predict the reactants needed to synthesize it. The reactants are: [C:1]([O:5][C:6](=[O:36])[NH:7][C:8]1([C:12]2[CH:17]=[CH:16][C:15]([C:18]3[C:27](=[O:28])[C:26]4[C:21](=[CH:22][CH:23]=[C:24](F)[CH:25]=4)[O:20][C:19]=3[C:30]3[CH:35]=[CH:34][CH:33]=[CH:32][CH:31]=3)=[CH:14][CH:13]=2)[CH2:11][CH2:10][CH2:9]1)([CH3:4])([CH3:3])[CH3:2].[CH2:37]([N:39]1[N:59]=C2C3OC(C4C=CC=CC=4)=C(I)C(=O)C=3C=C[C:41]2=[CH:40]1)C. (6) Given the product [Cl:9][C:4]1[N:3]=[C:2]([Cl:1])[CH:7]=[C:6]2[C:5]=1[C:12]([OH:11])=[CH:13][CH:14]=[N:8]2, predict the reactants needed to synthesize it. The reactants are: [Cl:1][C:2]1[CH:7]=[C:6]([NH2:8])[CH:5]=[C:4]([Cl:9])[N:3]=1.C[O:11][CH:12]=[C:13]1C(=O)OC(C)(C)O[C:14]1=O.